This data is from Catalyst prediction with 721,799 reactions and 888 catalyst types from USPTO. The task is: Predict which catalyst facilitates the given reaction. Reactant: [OH:1][C:2]1[CH:7]=[CH:6][C:5]([CH:8]([C:15]2[O:19][CH:18]=[N:17][CH:16]=2)[CH2:9][C:10]([O:12][CH2:13][CH3:14])=[O:11])=[CH:4][CH:3]=1.CC(O)C. Product: [OH:1][C:2]1[CH:7]=[CH:6][C:5]([C@@H:8]([C:15]2[O:19][CH:18]=[N:17][CH:16]=2)[CH2:9][C:10]([O:12][CH2:13][CH3:14])=[O:11])=[CH:4][CH:3]=1. The catalyst class is: 81.